From a dataset of NCI-60 drug combinations with 297,098 pairs across 59 cell lines. Regression. Given two drug SMILES strings and cell line genomic features, predict the synergy score measuring deviation from expected non-interaction effect. (1) Drug 1: CC(C1=C(C=CC(=C1Cl)F)Cl)OC2=C(N=CC(=C2)C3=CN(N=C3)C4CCNCC4)N. Cell line: SF-268. Drug 2: CCCS(=O)(=O)NC1=C(C(=C(C=C1)F)C(=O)C2=CNC3=C2C=C(C=N3)C4=CC=C(C=C4)Cl)F. Synergy scores: CSS=-7.63, Synergy_ZIP=1.11, Synergy_Bliss=-4.31, Synergy_Loewe=-13.1, Synergy_HSA=-8.48. (2) Drug 1: C1CCC(C1)C(CC#N)N2C=C(C=N2)C3=C4C=CNC4=NC=N3. Drug 2: CC1C(C(CC(O1)OC2CC(CC3=C2C(=C4C(=C3O)C(=O)C5=C(C4=O)C(=CC=C5)OC)O)(C(=O)CO)O)N)O.Cl. Cell line: DU-145. Synergy scores: CSS=39.7, Synergy_ZIP=1.22, Synergy_Bliss=2.08, Synergy_Loewe=-7.42, Synergy_HSA=4.16. (3) Drug 1: CC1=C(C=C(C=C1)NC2=NC=CC(=N2)N(C)C3=CC4=NN(C(=C4C=C3)C)C)S(=O)(=O)N.Cl. Drug 2: C1=NC(=NC(=O)N1C2C(C(C(O2)CO)O)O)N. Cell line: PC-3. Synergy scores: CSS=9.98, Synergy_ZIP=-2.67, Synergy_Bliss=1.65, Synergy_Loewe=-21.9, Synergy_HSA=2.18. (4) Drug 1: CC12CCC3C(C1CCC2O)C(CC4=C3C=CC(=C4)O)CCCCCCCCCS(=O)CCCC(C(F)(F)F)(F)F. Drug 2: CC1CCCC2(C(O2)CC(NC(=O)CC(C(C(=O)C(C1O)C)(C)C)O)C(=CC3=CSC(=N3)C)C)C. Cell line: SNB-19. Synergy scores: CSS=37.6, Synergy_ZIP=2.47, Synergy_Bliss=0.296, Synergy_Loewe=-28.8, Synergy_HSA=-1.56. (5) Drug 1: COC1=CC(=CC(=C1O)OC)C2C3C(COC3=O)C(C4=CC5=C(C=C24)OCO5)OC6C(C(C7C(O6)COC(O7)C8=CC=CS8)O)O. Drug 2: C1CC(=O)NC(=O)C1N2C(=O)C3=CC=CC=C3C2=O. Cell line: U251. Synergy scores: CSS=45.1, Synergy_ZIP=6.79, Synergy_Bliss=9.57, Synergy_Loewe=-28.7, Synergy_HSA=6.09. (6) Cell line: HCT116. Drug 1: C1=CC(=CC=C1CCCC(=O)O)N(CCCl)CCCl. Synergy scores: CSS=56.9, Synergy_ZIP=-1.81, Synergy_Bliss=0.935, Synergy_Loewe=1.83, Synergy_HSA=4.61. Drug 2: C1CCC(C(C1)N)N.C(=O)(C(=O)[O-])[O-].[Pt+4]. (7) Drug 1: C1CC(C1)(C(=O)O)C(=O)O.[NH2-].[NH2-].[Pt+2]. Drug 2: C1CCC(C(C1)N)N.C(=O)(C(=O)[O-])[O-].[Pt+4]. Cell line: MOLT-4. Synergy scores: CSS=62.8, Synergy_ZIP=3.71, Synergy_Bliss=3.36, Synergy_Loewe=-5.92, Synergy_HSA=2.00. (8) Drug 1: C1CN1P(=S)(N2CC2)N3CC3. Drug 2: CC1=C2C(C(=O)C3(C(CC4C(C3C(C(C2(C)C)(CC1OC(=O)C(C(C5=CC=CC=C5)NC(=O)OC(C)(C)C)O)O)OC(=O)C6=CC=CC=C6)(CO4)OC(=O)C)O)C)O. Cell line: SNB-75. Synergy scores: CSS=13.6, Synergy_ZIP=-3.92, Synergy_Bliss=0.257, Synergy_Loewe=0.787, Synergy_HSA=0.930.